From a dataset of Experimentally validated miRNA-target interactions with 360,000+ pairs, plus equal number of negative samples. Binary Classification. Given a miRNA mature sequence and a target amino acid sequence, predict their likelihood of interaction. (1) The miRNA is hsa-miR-6838-5p with sequence AAGCAGCAGUGGCAAGACUCCU. The protein sequence of the target gene is MEASDGQGGEGDKPLEQVTNVSCLETSSSASPARDSLMRHAKGLDQDTFKTCKEYLRPLKKFLRKLHLPRDLPQKKKLKYMKQSLVVLGDHINTFLQHYCQAWEIKHWRKMLWRFISLFSELEAKQLRRLYKYTKSSQPAKFLVTFCASDAPERSLLADREDSLPKLCHAWGLHSNISGMKERLSNMQTPGQGSPLPGQPRSQDHVKKDSLRELSQKPKLKRKRIKEAPETPETEP. Result: 0 (no interaction). (2) The miRNA is hsa-miR-6854-3p with sequence UGCGUUUCUCCUCUUGAGCAG. The protein sequence of the target gene is MVHGSVTFRDVAIDFSQEEWECLQPDQRTLYRDVMLENYSHLISLGSSISKPDVITLLEQEKEPWMVVRKETSRRYPDLELKYGPEKVSPENDTSEVNLPKQVIKQISTTLGIEAFYFRNDSEYRQFEGLQGYQEGNINQKMISYEKLPTHTPHASLICNTHKPYECKECGKYFSRSANLIQHQSIHTGEKPFECKECGKAFRLHIQFTRHQKFHTGEKPFECNECGKAFSLLTLLNRHKNIHTGEKLFECKECGKSFNRSSNLVQHQSIHSGVKPYECKECGKGFNRGAHLIQHQKIHS.... Result: 1 (interaction). (3) The miRNA is hsa-miR-7151-5p with sequence GAUCCAUCUCUGCCUGUAUUGGC. The protein sequence of the target gene is MPSAKQRGSKGGHGAASPSDKGAHPSGGADDVAKKPPAAPQQPQPPAPHPPQHPQNQAHRGGHRGRSSAATANASSASCSRRLGRVLNFLFYLSLVAAAAFSGWYVHHVLEEVQQVRRGHQDFSRQRDELGQGLQGVEQKVQSLQATFGTFESLLRNSQHKQDLTEKAVKEGESELNRISEVLQKLQNEILKDLSDGIHVVKDARERDFTSLENTVEERLTELTKSINDNIAIFTDVQKRSQKEINEVKMKVASLEESKGDRSQDVKTLKDAVKEVQASMMSRERDIEALKSSLQTMESD.... Result: 0 (no interaction). (4) The miRNA is hsa-miR-205-3p with sequence GAUUUCAGUGGAGUGAAGUUC. The protein sequence of the target gene is MALHVPKAPGFAQMLKEGAKHFSGLEEAVYRNIQACKELAQTTRTAYGPNGMNKMVINHLEKLFVTNDAATILRELEVQHPAAKMIVMASHMQEQEVGDGTNFVLVFAGALLELAEELLRIGLSVSEVIEGYEIACRKAHEILPNLVCCSAKNLRDIDEVSSLLRTSIMSKQYGNEVFLAKLIAQACVSIFPDSGHFNVDNIRVCKILGSGISSSSVLHGMVFKKETEGDVTSVKDAKIAVYSCPFDGMITETKGTVLIKTAEELMNFSKGEENLMDAQVKAIADTGANVVVTGGKVADM.... Result: 0 (no interaction). (5) The miRNA is hsa-miR-5694 with sequence CAGAUCAUGGGACUGUCUCAG. The protein sequence of the target gene is MAGGMSAECPEPGPGGLQGQSPGPGRQCPPPITPTSWSLPPWRAYVAAAVLCYINLLNYMNWFIIAGVLLDIQEVFQISDNHAGLLQTVFVSCLLLSAPVFGYLGDRHSRKATMSFGILLWSGAGLSSSFISPRYSWLFFLSRGIVGTGSASYSTIAPTVLGDLFVRDQRTRVLAVFYIFIPVGSGLGYVLGSAVTMLTGNWRWALRVMPCLEAVALILLILLVPDPPRGAAETQGEGAVGGFRSSWCEDVRYLGKNWSFVWSTLGVTAMAFVTGALGFWAPKFLLEARVVHGLQPPCFQ.... Result: 0 (no interaction). (6) The miRNA is hsa-miR-183-3p with sequence GUGAAUUACCGAAGGGCCAUAA. The protein sequence of the target gene is MRACISLVLAVLCGLAWAGKIESCASRCNEKFNRDAACQCDRRCLWHGNCCEDYEHLCTEDHKESEPLPQLEEETEEALASNLYSAPTSCQGRCYEAFDKHHQCHCNARCQEFGNCCKDFESLCSDHEVSHSSDAITKEEIQSISEKIYRADTNKAQKEDIVLNSQNCISPSETRNQVDRCPKPLFTYVNEKLFSKPTYAAFINLLNNYQRATGHGEHFSAQELAEQDAFLREIMKTAVMKELYSFLHHQNRYGSEQEFVDDLKNMWFGLYSRGNEEGDSSGFEHVFSGEVKKGKVTGFH.... Result: 1 (interaction).